From a dataset of Reaction yield outcomes from USPTO patents with 853,638 reactions. Predict the reaction yield, written as a fraction of the theoretical maximum amount of product (1.0 means a 100% yield; for example, 0.34 means a 34% yield). (1) The catalyst is CN(C)C=O. The product is [CH3:19][O:4][CH2:3][C:2]([N:6]1[C:14]2[C:9](=[CH:10][CH:11]=[CH:12][CH:13]=2)[CH:8]=[C:7]1[CH3:15])([CH3:1])[CH3:5]. The yield is 0.960. The reactants are [CH3:1][C:2]([N:6]1[C:14]2[C:9](=[CH:10][CH:11]=[CH:12][CH:13]=2)[CH:8]=[C:7]1[CH3:15])([CH3:5])[CH2:3][OH:4].[H-].[Na+].I[CH3:19]. (2) The reactants are Br[C:2]1[CH:7]=[CH:6][C:5]([C:8]2[C:9]3[C:14]([C:15]([C:22]4[CH:27]=[CH:26][CH:25]=[CH:24][CH:23]=4)=[C:16]4[C:21]=2[CH:20]=[CH:19][CH:18]=[CH:17]4)=[CH:13][CH:12]=[CH:11][CH:10]=3)=[CH:4][CH:3]=1.[CH:28]1[C:44]2[C:43]3[C:42]4[C:41]5[CH:45]=[CH:46][CH:47]=[CH:48][C:40]=5[CH:39]=[CH:38][C:37]=4[NH:36][C:35]=3[CH:34]=[CH:33][C:32]=2[CH:31]=[CH:30][CH:29]=1.CC(C)([O-])C.[Na+].C(P(C(C)(C)C)C(C)(C)C)(C)(C)C. The catalyst is C1C=CC(/C=C/C(/C=C/C2C=CC=CC=2)=O)=CC=1.C1C=CC(/C=C/C(/C=C/C2C=CC=CC=2)=O)=CC=1.[Pd].CCCCCC.C1(C)C=CC=CC=1. The product is [C:14]1([C:15]2[C:16]3[C:21](=[CH:20][CH:19]=[CH:18][CH:17]=3)[C:8]([C:5]3[CH:4]=[CH:3][C:2]([N:36]4[C:37]5[CH:38]=[CH:39][C:40]6[CH:48]=[CH:47][CH:46]=[CH:45][C:41]=6[C:42]=5[C:43]5[C:44]6[CH:28]=[CH:29][CH:30]=[CH:31][C:32]=6[CH:33]=[CH:34][C:35]4=5)=[CH:7][CH:6]=3)=[C:27]3[C:22]=2[CH:23]=[CH:24][CH:25]=[CH:26]3)[CH:13]=[CH:12][CH:11]=[CH:10][CH:9]=1. The yield is 0.700. (3) The reactants are COC(C)(C)C.CCCCCC.[CH2:13]([O:20][C:21]([NH:23][C:24]1([C:31]([O:33][CH2:34][CH3:35])=[O:32])[CH2:29][C:28](=[O:30])[NH:27][C:25]1=[O:26])=[O:22])[C:14]1[CH:19]=[CH:18][CH:17]=[CH:16][CH:15]=1. The catalyst is P([O-])([O-])([O-])=O.O1CCCC1. The product is [CH2:13]([O:20][C:21]([NH:23][C@:24]1([C:31]([O:33][CH2:34][CH3:35])=[O:32])[CH2:29][C:28](=[O:30])[NH:27][C:25]1=[O:26])=[O:22])[C:14]1[CH:19]=[CH:18][CH:17]=[CH:16][CH:15]=1. The yield is 0.360. (4) The reactants are [C:1]1([CH2:7][C:8]([C@@H:10]2[CH2:14][CH2:13][CH2:12][O:11]2)=O)[CH:6]=[CH:5][CH:4]=[CH:3][CH:2]=1.[CH2:15]([O:17][C:18]1[CH:19]=[C:20]([CH:23]=[C:24]([N+:27]([O-:29])=[O:28])[C:25]=1[OH:26])[CH:21]=O)[CH3:16].[NH2:30][C:31]([NH2:33])=[O:32]. The catalyst is C(O)C.Cl. The product is [CH2:15]([O:17][C:18]1[CH:19]=[C:20]([CH:21]2[C:7]([C:1]3[CH:6]=[CH:5][CH:4]=[CH:3][CH:2]=3)=[C:8]([C@@H:10]3[CH2:14][CH2:13][CH2:12][O:11]3)[NH:33][C:31](=[O:32])[NH:30]2)[CH:23]=[C:24]([N+:27]([O-:29])=[O:28])[C:25]=1[OH:26])[CH3:16]. The yield is 0.0900.